From a dataset of Forward reaction prediction with 1.9M reactions from USPTO patents (1976-2016). Predict the product of the given reaction. (1) Given the reactants [CH:1]1([N:6]2[CH2:12][C:11]([F:14])([F:13])[C:10](=[O:15])[N:9]([CH3:16])[C:8]3[CH:17]=[N:18][C:19]([NH:21][C:22]4[C:30]([O:31][CH3:32])=[CH:29][C:25]([C:26](O)=[O:27])=[C:24]([F:33])[CH:23]=4)=[N:20][C:7]2=3)[CH2:5][CH2:4][CH2:3][CH2:2]1.[CH3:34][N:35]1[CH2:40][CH2:39][CH:38]([NH2:41])[CH2:37][CH2:36]1, predict the reaction product. The product is: [CH:1]1([N:6]2[CH2:12][C:11]([F:14])([F:13])[C:10](=[O:15])[N:9]([CH3:16])[C:8]3[CH:17]=[N:18][C:19]([NH:21][C:22]4[C:30]([O:31][CH3:32])=[CH:29][C:25]([C:26]([NH:41][CH:38]5[CH2:39][CH2:40][N:35]([CH3:34])[CH2:36][CH2:37]5)=[O:27])=[C:24]([F:33])[CH:23]=4)=[N:20][C:7]2=3)[CH2:5][CH2:4][CH2:3][CH2:2]1. (2) Given the reactants Cl[C:2](Cl)=[CH:3][C:4]([C:6]1[C:7]([Cl:14])=[N:8][C:9]([Cl:13])=[C:10]([F:12])[CH:11]=1)=[O:5].[NH2:16][C:17]1[CH:22]=[CH:21][CH:20]=[CH:19][CH:18]=1, predict the reaction product. The product is: [NH:16]([C:2]([NH:16][C:17]1[CH:22]=[CH:21][CH:20]=[CH:19][CH:18]=1)=[CH:3][C:4]([C:6]1[C:7]([Cl:14])=[N:8][C:9]([Cl:13])=[C:10]([F:12])[CH:11]=1)=[O:5])[C:17]1[CH:22]=[CH:21][CH:20]=[CH:19][CH:18]=1. (3) Given the reactants [Br:1][C:2]1[CH:3]=[CH:4][C:5]([F:9])=[C:6]([CH:8]=1)N.Cl.S([O-])([O-])=O.[Na+].[Na+].[I-:17].[K+], predict the reaction product. The product is: [Br:1][C:2]1[CH:3]=[CH:4][C:5]([F:9])=[C:6]([I:17])[CH:8]=1. (4) Given the reactants Cl.[CH3:2][CH:3]([C:5]1[S:21][C:8]2[N:9]=[CH:10][N:11]=[C:12]([O:13][CH:14]3[CH2:19][CH2:18][CH:17]([NH2:20])[CH2:16][CH2:15]3)[C:7]=2[CH:6]=1)[CH3:4], predict the reaction product. The product is: [CH3:4][CH:3]([C:5]1[S:21][C:8]2[N:9]=[CH:10][N:11]=[C:12]([O:13][CH:14]3[CH2:19][CH2:18][CH:17]([NH2:20])[CH2:16][CH2:15]3)[C:7]=2[CH:6]=1)[CH3:2].